Dataset: Forward reaction prediction with 1.9M reactions from USPTO patents (1976-2016). Task: Predict the product of the given reaction. (1) Given the reactants [NH2:1][C:2]1[CH:10]=[CH:9][C:8]([Cl:11])=[CH:7][C:3]=1[C:4]([OH:6])=O.[NH2:12][CH2:13][CH2:14][CH2:15][C@H:16]1[O:20][C:19](=[O:21])[N:18]([C:22]2[CH:23]=[CH:24][C:25]3[S:30][CH2:29][C:28](=[O:31])[NH:27][C:26]=3[CH:32]=2)[CH2:17]1, predict the reaction product. The product is: [NH2:1][C:2]1[CH:10]=[CH:9][C:8]([Cl:11])=[CH:7][C:3]=1[C:4]([NH:12][CH2:13][CH2:14][CH2:15][C@H:16]1[O:20][C:19](=[O:21])[N:18]([C:22]2[CH:23]=[CH:24][C:25]3[S:30][CH2:29][C:28](=[O:31])[NH:27][C:26]=3[CH:32]=2)[CH2:17]1)=[O:6]. (2) Given the reactants [CH3:1][N:2]1[C:11]2[C:6](=[CH:7][CH:8]=[CH:9][N:10]=2)[CH:5]=[CH:4][CH:3]1Cl.[CH2:13]([NH2:16])[CH2:14][NH2:15], predict the reaction product. The product is: [CH3:1][N:2]1[CH2:3][CH2:4][C:5]2[N:10]=[C:9]([NH:15][CH2:14][CH2:13][NH2:16])[CH:8]=[CH:7][C:6]=2[CH2:11]1. (3) Given the reactants N1C=CC=CC=1.[OH:7][C:8]1[CH:13]=[CH:12][C:11]([NH:14][C:15](=[O:17])[CH3:16])=[CH:10][CH:9]=1.[C:18](Cl)(=[O:29])[O:19][C:20]1[CH:25]=[CH:24][C:23]([N+:26]([O-:28])=[O:27])=[CH:22][CH:21]=1.O, predict the reaction product. The product is: [C:18](=[O:29])([O:19][C:20]1[CH:21]=[CH:22][C:23]([N+:26]([O-:28])=[O:27])=[CH:24][CH:25]=1)[O:7][C:8]1[CH:9]=[CH:10][C:11]([NH:14][C:15](=[O:17])[CH3:16])=[CH:12][CH:13]=1. (4) Given the reactants [NH2:1][C:2]1[CH:15]=[CH:14][C:13]([Cl:16])=[CH:12][C:3]=1[C:4]([C:6]1[CH:11]=[CH:10][CH:9]=[CH:8][CH:7]=1)=O.[C:17](#[N:21])[CH2:18][C:19]#[N:20].[O-]CC.[Na+], predict the reaction product. The product is: [NH2:21][C:17]1[C:18]([C:19]#[N:20])=[C:4]([C:6]2[CH:11]=[CH:10][CH:9]=[CH:8][CH:7]=2)[C:3]2[C:2](=[CH:15][CH:14]=[C:13]([Cl:16])[CH:12]=2)[N:1]=1. (5) Given the reactants [CH2:1]([C:3]1([C:38]([O:40][CH2:41][CH3:42])=[O:39])[CH2:8][CH2:7][N:6]([C:9]2[N:14]=[CH:13][C:12]([C:15]3[CH:16]=[C:17]([C:34]#[C:35][CH2:36][OH:37])[C:18]4[S:22][C:21]([N:23]5[CH2:28][N:27]([CH3:29])[CH2:26][N:25]([CH2:30][CH3:31])[C:24]5=[O:32])=[N:20][C:19]=4[CH:33]=3)=[CH:11][N:10]=2)[CH2:5][CH2:4]1)[CH3:2].C(N(CC)CC)C.[CH3:50][S:51](Cl)(=[O:53])=[O:52], predict the reaction product. The product is: [CH2:1]([C:3]1([C:38]([O:40][CH2:41][CH3:42])=[O:39])[CH2:4][CH2:5][N:6]([C:9]2[N:14]=[CH:13][C:12]([C:15]3[CH:16]=[C:17]([C:34]#[C:35][CH2:36][O:37][S:51]([CH3:50])(=[O:53])=[O:52])[C:18]4[S:22][C:21]([N:23]5[CH2:28][N:27]([CH3:29])[CH2:26][N:25]([CH2:30][CH3:31])[C:24]5=[O:32])=[N:20][C:19]=4[CH:33]=3)=[CH:11][N:10]=2)[CH2:7][CH2:8]1)[CH3:2]. (6) Given the reactants C([O:3][C:4]([C:6]1[N:7]=[C:8]2[CH:13]=[CH:12][C:11]([N:14]3[CH:18]=[CH:17][CH:16]=[N:15]3)=[CH:10][N:9]2[CH:19]=1)=[O:5])C, predict the reaction product. The product is: [N:14]1([C:11]2[CH:12]=[CH:13][C:8]3[N:9]([CH:19]=[C:6]([C:4]([OH:5])=[O:3])[N:7]=3)[CH:10]=2)[CH:18]=[CH:17][CH:16]=[N:15]1.